Dataset: Full USPTO retrosynthesis dataset with 1.9M reactions from patents (1976-2016). Task: Predict the reactants needed to synthesize the given product. (1) Given the product [CH3:31][O:32][C:33](=[O:45])[C:34]1[CH:39]=[C:38]([O:30][C:26]2[CH:25]=[C:24]([C:21]3[CH:22]=[CH:23][C:18]([O:17][CH2:16][C:11]4[N:12]([CH2:14][CH3:15])[CH:13]=[C:9]([C:3]5[CH:4]=[CH:5][C:6]([Cl:8])=[CH:7][C:2]=5[Cl:1])[N:10]=4)=[CH:19][CH:20]=3)[CH:29]=[CH:28][CH:27]=2)[CH:37]=[CH:36][C:35]=1[C:41]([F:42])([F:44])[F:43], predict the reactants needed to synthesize it. The reactants are: [Cl:1][C:2]1[CH:7]=[C:6]([Cl:8])[CH:5]=[CH:4][C:3]=1[C:9]1[N:10]=[C:11]([CH2:16][O:17][C:18]2[CH:23]=[CH:22][C:21]([C:24]3[CH:29]=[CH:28][CH:27]=[C:26]([OH:30])[CH:25]=3)=[CH:20][CH:19]=2)[N:12]([CH2:14][CH3:15])[CH:13]=1.[CH3:31][O:32][C:33](=[O:45])[C:34]1[CH:39]=[C:38](F)[CH:37]=[CH:36][C:35]=1[C:41]([F:44])([F:43])[F:42]. (2) Given the product [Cl-:25].[Cl:27][CH2:26][N+:17]12[CH2:19][CH2:20][N:14]([CH2:15][CH2:16]1)[C@H:13]([C:7]1[CH:12]=[CH:11][CH:10]=[CH:9][CH:8]=1)[CH2:18]2, predict the reactants needed to synthesize it. The reactants are: B.C1COCC1.[C:7]1([C@@H:13]2[CH2:18][N:17]3[CH2:19][CH2:20][N:14]2[CH2:15][CH2:16]3)[CH:12]=[CH:11][CH:10]=[CH:9][CH:8]=1.CC(C)=O.[Cl:25][CH2:26][Cl:27].